Task: Regression. Given two drug SMILES strings and cell line genomic features, predict the synergy score measuring deviation from expected non-interaction effect.. Dataset: NCI-60 drug combinations with 297,098 pairs across 59 cell lines (1) Drug 1: CC12CCC(CC1=CCC3C2CCC4(C3CC=C4C5=CN=CC=C5)C)O. Drug 2: CN(CC1=CN=C2C(=N1)C(=NC(=N2)N)N)C3=CC=C(C=C3)C(=O)NC(CCC(=O)O)C(=O)O. Cell line: K-562. Synergy scores: CSS=32.3, Synergy_ZIP=-5.75, Synergy_Bliss=-8.23, Synergy_Loewe=-20.8, Synergy_HSA=-5.93. (2) Drug 1: CCC1=CC2CC(C3=C(CN(C2)C1)C4=CC=CC=C4N3)(C5=C(C=C6C(=C5)C78CCN9C7C(C=CC9)(C(C(C8N6C)(C(=O)OC)O)OC(=O)C)CC)OC)C(=O)OC. Drug 2: C1CC(C1)(C2=CC=C(C=C2)C3=C(C=C4C(=N3)C=CN5C4=NNC5=O)C6=CC=CC=C6)N. Cell line: HCT116. Synergy scores: CSS=55.3, Synergy_ZIP=5.31, Synergy_Bliss=5.05, Synergy_Loewe=3.88, Synergy_HSA=6.07. (3) Drug 1: C1CCN(CC1)CCOC2=CC=C(C=C2)C(=O)C3=C(SC4=C3C=CC(=C4)O)C5=CC=C(C=C5)O. Drug 2: C1=CC=C(C=C1)NC(=O)CCCCCCC(=O)NO. Cell line: UO-31. Synergy scores: CSS=9.20, Synergy_ZIP=-3.21, Synergy_Bliss=0.462, Synergy_Loewe=2.08, Synergy_HSA=3.01. (4) Drug 1: C(=O)(N)NO. Drug 2: C1C(C(OC1N2C=NC3=C2NC=NCC3O)CO)O. Cell line: A498. Synergy scores: CSS=-0.461, Synergy_ZIP=-0.0596, Synergy_Bliss=-0.146, Synergy_Loewe=0.668, Synergy_HSA=0.122. (5) Drug 1: C1=CC=C(C(=C1)C(C2=CC=C(C=C2)Cl)C(Cl)Cl)Cl. Drug 2: CS(=O)(=O)OCCCCOS(=O)(=O)C. Cell line: OVCAR3. Synergy scores: CSS=6.58, Synergy_ZIP=-0.701, Synergy_Bliss=-0.652, Synergy_Loewe=1.36, Synergy_HSA=-0.766. (6) Drug 1: C1CC(=O)NC(=O)C1N2C(=O)C3=CC=CC=C3C2=O. Drug 2: CC1C(C(CC(O1)OC2CC(CC3=C2C(=C4C(=C3O)C(=O)C5=C(C4=O)C(=CC=C5)OC)O)(C(=O)CO)O)N)O.Cl. Cell line: MDA-MB-231. Synergy scores: CSS=34.9, Synergy_ZIP=-0.553, Synergy_Bliss=-1.99, Synergy_Loewe=-4.94, Synergy_HSA=-2.00. (7) Drug 1: CC1=C2C(C(=O)C3(C(CC4C(C3C(C(C2(C)C)(CC1OC(=O)C(C(C5=CC=CC=C5)NC(=O)C6=CC=CC=C6)O)O)OC(=O)C7=CC=CC=C7)(CO4)OC(=O)C)O)C)OC(=O)C. Drug 2: CC1C(C(CC(O1)OC2CC(OC(C2O)C)OC3=CC4=CC5=C(C(=O)C(C(C5)C(C(=O)C(C(C)O)O)OC)OC6CC(C(C(O6)C)O)OC7CC(C(C(O7)C)O)OC8CC(C(C(O8)C)O)(C)O)C(=C4C(=C3C)O)O)O)O. Cell line: RXF 393. Synergy scores: CSS=62.3, Synergy_ZIP=0.546, Synergy_Bliss=5.44, Synergy_Loewe=4.04, Synergy_HSA=4.15. (8) Drug 1: CN1C2=C(C=C(C=C2)N(CCCl)CCCl)N=C1CCCC(=O)O.Cl. Drug 2: CC1=C(C(=O)C2=C(C1=O)N3CC4C(C3(C2COC(=O)N)OC)N4)N. Cell line: SW-620. Synergy scores: CSS=31.2, Synergy_ZIP=0.387, Synergy_Bliss=-0.0949, Synergy_Loewe=-29.2, Synergy_HSA=0.0133. (9) Drug 1: C1CC(=O)NC(=O)C1N2C(=O)C3=CC=CC=C3C2=O. Drug 2: CC1C(C(CC(O1)OC2CC(CC3=C2C(=C4C(=C3O)C(=O)C5=C(C4=O)C(=CC=C5)OC)O)(C(=O)CO)O)N)O.Cl. Cell line: LOX IMVI. Synergy scores: CSS=53.5, Synergy_ZIP=2.63, Synergy_Bliss=2.81, Synergy_Loewe=-31.7, Synergy_HSA=2.38. (10) Drug 1: C1=CC(=CC=C1C#N)C(C2=CC=C(C=C2)C#N)N3C=NC=N3. Drug 2: C1CN(CCN1C(=O)CCBr)C(=O)CCBr. Cell line: NCI-H460. Synergy scores: CSS=38.6, Synergy_ZIP=7.85, Synergy_Bliss=6.38, Synergy_Loewe=5.75, Synergy_HSA=6.28.